Dataset: Full USPTO retrosynthesis dataset with 1.9M reactions from patents (1976-2016). Task: Predict the reactants needed to synthesize the given product. (1) The reactants are: C[Li].Br[C:4]1[CH:5]=[N:6][CH:7]=[C:8]([Br:11])[C:9]=1[OH:10].C([Li])CCC.[C:17](=[O:19])=[O:18].Cl. Given the product [Br:11][C:8]1[C:9]([OH:10])=[C:4]([C:17]([OH:19])=[O:18])[CH:5]=[N:6][CH:7]=1, predict the reactants needed to synthesize it. (2) Given the product [Br:18][CH2:19][CH2:20][CH2:21][C:6]([CH3:8])([S:9]([C:12]1[CH:17]=[CH:16][CH:15]=[CH:14][CH:13]=1)(=[O:10])=[O:11])[CH3:7], predict the reactants needed to synthesize it. The reactants are: C([Li])CCC.[CH:6]([S:9]([C:12]1[CH:17]=[CH:16][CH:15]=[CH:14][CH:13]=1)(=[O:11])=[O:10])([CH3:8])[CH3:7].[Br:18][CH2:19][CH2:20][CH2:21]Br.